This data is from Full USPTO retrosynthesis dataset with 1.9M reactions from patents (1976-2016). The task is: Predict the reactants needed to synthesize the given product. (1) Given the product [C:3]1([C@H:2]([NH:13][CH2:14]/[CH:15]=[CH:16]/[C:17]2[CH:18]=[CH:19][CH:20]=[C:21]([C:23]([F:24])([F:25])[F:26])[CH:22]=2)[CH3:1])[C:8]2[C:7](=[CH:12][CH:11]=[CH:10][CH:9]=2)[CH:6]=[CH:5][CH:4]=1, predict the reactants needed to synthesize it. The reactants are: [CH3:1][C@@H:2]([NH:13][CH2:14][CH2:15][CH2:16][C:17]1[CH:18]=[CH:19][CH:20]=[C:21]([C:23]([F:26])([F:25])[F:24])[CH:22]=1)[C:3]1[CH:4]=[CH:5][CH:6]=[C:7]2[CH:12]=[CH:11][CH:10]=[CH:9][C:8]=12.BrC1C=C(C(F)(F)F)C=CC=1.C1([C@H](NCC=C)C)C2C(=CC=CC=2)C=CC=1.C(N)C=C. (2) Given the product [CH3:17][S:14]([C:7]1[CH:8]=[C:9]([NH2:11])[CH:10]=[C:5]([S:2]([CH3:1])(=[O:4])=[O:3])[CH:6]=1)(=[O:16])=[O:15], predict the reactants needed to synthesize it. The reactants are: [CH3:1][S:2]([C:5]1[CH:10]=[C:9]([N+:11]([O-])=O)[CH:8]=[C:7]([S:14]([CH3:17])(=[O:16])=[O:15])[CH:6]=1)(=[O:4])=[O:3]. (3) Given the product [Cl:17][C:18]1[CH:19]=[C:20]([C:27]([CH3:36])([CH3:35])[CH2:28][C@:29]([CH2:1][S@:2]([C:4]2[CH:9]=[CH:8][C:7]([CH3:10])=[CH:6][CH:5]=2)=[O:3])([OH:34])[C:30]([F:31])([F:32])[F:33])[C:21]2[O:25][CH2:24][CH2:23][C:22]=2[CH:26]=1.[Cl:17][C:18]1[CH:19]=[C:20]([C:27]([CH3:36])([CH3:35])[CH2:28][C@@:29]([CH2:1][S@:2]([C:4]2[CH:9]=[CH:8][C:7]([CH3:10])=[CH:6][CH:5]=2)=[O:3])([OH:34])[C:30]([F:31])([F:32])[F:33])[C:21]2[O:25][CH2:24][CH2:23][C:22]=2[CH:26]=1, predict the reactants needed to synthesize it. The reactants are: [CH3:1][S@:2]([C:4]1[CH:9]=[CH:8][C:7]([CH3:10])=[CH:6][CH:5]=1)=[O:3].C1CCCCC1.[Cl:17][C:18]1[CH:19]=[C:20]([C:27]([CH3:36])([CH3:35])[CH2:28][C:29](=[O:34])[C:30]([F:33])([F:32])[F:31])[C:21]2[O:25][CH2:24][CH2:23][C:22]=2[CH:26]=1.C1COCC1.